From a dataset of Peptide-MHC class II binding affinity with 134,281 pairs from IEDB. Regression. Given a peptide amino acid sequence and an MHC pseudo amino acid sequence, predict their binding affinity value. This is MHC class II binding data. (1) The binding affinity (normalized) is 0.520. The MHC is DRB1_0401 with pseudo-sequence DRB1_0401. The peptide sequence is MATFKIQPVFMVASFLKA. (2) The peptide sequence is DKELYPLASLRSLFG. The MHC is DRB1_1602 with pseudo-sequence DRB1_1602. The binding affinity (normalized) is 0.787. (3) The MHC is DRB1_1602 with pseudo-sequence DRB1_1602. The binding affinity (normalized) is 0.248. The peptide sequence is LSSNDLAKYKANWIE. (4) The peptide sequence is FELLNAPATVCGPKL. The MHC is DRB1_1101 with pseudo-sequence DRB1_1101. The binding affinity (normalized) is 0.213. (5) The peptide sequence is AQIYQAVSAQAAAIH. The MHC is DRB3_0202 with pseudo-sequence DRB3_0202. The binding affinity (normalized) is 0.761. (6) The peptide sequence is KIEIDQDHQEEICEV. The MHC is HLA-DQA10201-DQB10202 with pseudo-sequence HLA-DQA10201-DQB10202. The binding affinity (normalized) is 0.301.